Dataset: Reaction yield outcomes from USPTO patents with 853,638 reactions. Task: Predict the reaction yield, written as a fraction of the theoretical maximum amount of product (1.0 means a 100% yield; for example, 0.34 means a 34% yield). The reactants are [C:1]([O:5][C:6]([NH:8][C:9](=[N:12][C:13]([O:15][C:16]([CH3:19])([CH3:18])[CH3:17])=[O:14])SC)=[O:7])([CH3:4])([CH3:3])[CH3:2].[NH3:20]. The catalyst is CO. The product is [C:1]([O:5][C:6]([NH:8][C:9]([NH:12][C:13]([O:15][C:16]([CH3:19])([CH3:18])[CH3:17])=[O:14])=[NH:20])=[O:7])([CH3:4])([CH3:3])[CH3:2]. The yield is 0.740.